Dataset: Reaction yield outcomes from USPTO patents with 853,638 reactions. Task: Predict the reaction yield, written as a fraction of the theoretical maximum amount of product (1.0 means a 100% yield; for example, 0.34 means a 34% yield). (1) The reactants are [CH2:1]([O:3][C:4]1[CH:9]=[CH:8][CH:7]=[CH:6][C:5]=1I)[CH3:2].[CH2:11]([CH:15]1[CH2:20][CH2:19][N:18]([CH2:21][CH2:22][CH2:23][C:24]#N)[CH2:17][CH2:16]1)[CH2:12][CH2:13][CH3:14].CC[O:28]C(C)=O. The catalyst is CCOCC.C(Cl)Cl. The product is [CH2:11]([CH:15]1[CH2:20][CH2:19][N:18]([CH2:21][CH2:22][CH2:23][C:24]([C:5]2[CH:6]=[CH:7][CH:8]=[CH:9][C:4]=2[O:3][CH2:1][CH3:2])=[O:28])[CH2:17][CH2:16]1)[CH2:12][CH2:13][CH3:14]. The yield is 0.340. (2) The reactants are [CH:1]([N:4]1[C:8]([C:9]2[N:18]=[C:17]3[N:11]([CH2:12][CH2:13][O:14][C:15]4[CH:22]=[C:21]([CH2:23][OH:24])[CH:20]=[CH:19][C:16]=43)[CH:10]=2)=[N:7][CH:6]=[N:5]1)([CH3:3])[CH3:2].ClC(Cl)(Cl)[C:27]([N:29]=C=O)=[O:28].C(N(CC)CC)C. The catalyst is C1COCC1.O. The product is [C:27](=[O:28])([O:24][CH2:23][C:21]1[CH:20]=[CH:19][C:16]2[C:17]3[N:11]([CH:10]=[C:9]([C:8]4[N:4]([CH:1]([CH3:3])[CH3:2])[N:5]=[CH:6][N:7]=4)[N:18]=3)[CH2:12][CH2:13][O:14][C:15]=2[CH:22]=1)[NH2:29]. The yield is 0.830. (3) The reactants are [Br:1][C:2]1[S:3][CH:4]=[CH:5][C:6]=1[CH:7](O)[CH2:8][N+:9]([O-:11])=[O:10].CCN(CC)CC.CS(Cl)(=O)=O. The catalyst is CN(C1C=CN=CC=1)C.C(Cl)Cl.O. The product is [Br:1][C:2]1[S:3][CH:4]=[CH:5][C:6]=1/[CH:7]=[CH:8]/[N+:9]([O-:11])=[O:10]. The yield is 0.880. (4) The reactants are [CH:1]1([O:6][C:7]2[CH:8]=[C:9]([CH:27]=[CH:28][C:29]=2[O:30][CH3:31])[N:10]([C:18]2[CH:23]=[CH:22][CH:21]=[C:20]([C:24]([OH:26])=O)[CH:19]=2)[CH2:11][C:12]2[CH:13]=[N:14][CH:15]=[CH:16][CH:17]=2)[CH2:5][CH2:4][CH2:3][CH2:2]1.C(OC1C=CC2C(=CC=CC=2)[N:36]1C(OCC)=O)C. The catalyst is CN(C=O)C.[OH-].[NH4+]. The product is [CH:1]1([O:6][C:7]2[CH:8]=[C:9]([CH:27]=[CH:28][C:29]=2[O:30][CH3:31])[N:10]([C:18]2[CH:23]=[CH:22][CH:21]=[C:20]([C:24]([NH2:36])=[O:26])[CH:19]=2)[CH2:11][C:12]2[CH:13]=[N:14][CH:15]=[CH:16][CH:17]=2)[CH2:5][CH2:4][CH2:3][CH2:2]1. The yield is 0.540. (5) The reactants are [CH2:1]([O:8][C:9]1[CH:18]=[C:17]2[C:12]([C:13]([Cl:19])=[N:14][CH:15]=[N:16]2)=[CH:11][C:10]=1[O:20][CH3:21])[C:2]1[CH:7]=[CH:6][CH:5]=[CH:4][CH:3]=1.[Br:22][C:23]1[CH:29]=[CH:28][C:26]([NH2:27])=[C:25]([F:30])[CH:24]=1. The catalyst is CC(O)C. The product is [ClH:19].[CH2:1]([O:8][C:9]1[CH:18]=[C:17]2[C:12]([C:13]([NH:27][C:26]3[CH:28]=[CH:29][C:23]([Br:22])=[CH:24][C:25]=3[F:30])=[N:14][CH:15]=[N:16]2)=[CH:11][C:10]=1[O:20][CH3:21])[C:2]1[CH:7]=[CH:6][CH:5]=[CH:4][CH:3]=1. The yield is 0.780. (6) The reactants are C(OC(=O)[NH:7][C:8]1[S:9][C:10]2[CH:16]=[C:15]([CH2:17][N:18]3[CH:22]=[CH:21][N:20]=[CH:19]3)[CH:14]=[C:13]([C:23]3[CH:28]=[CH:27][CH:26]=[C:25]([N+:29]([O-:31])=[O:30])[CH:24]=3)[C:11]=2[N:12]=1)(C)(C)C.[ClH:33]. The catalyst is C(OCC)C. The product is [ClH:33].[N:18]1([CH2:17][C:15]2[CH:14]=[C:13]([C:23]3[CH:28]=[CH:27][CH:26]=[C:25]([N+:29]([O-:31])=[O:30])[CH:24]=3)[C:11]3[N:12]=[C:8]([NH2:7])[S:9][C:10]=3[CH:16]=2)[CH:22]=[CH:21][N:20]=[CH:19]1. The yield is 0.700. (7) The product is [CH2:1]([C:3]([C:21]1[CH:32]=[CH:31][C:24]([CH:25]=[O:26])=[C:23]([CH3:33])[CH:22]=1)([C:6]1[CH:11]=[CH:10][C:9]([O:12][CH2:13][CH:14]([OH:19])[C:15]([CH3:17])([CH3:18])[CH3:16])=[C:8]([CH3:20])[CH:7]=1)[CH2:4][CH3:5])[CH3:2]. The catalyst is CCOCC. The reactants are [CH2:1]([C:3]([C:21]1[CH:32]=[CH:31][C:24]([C:25](N(OC)C)=[O:26])=[C:23]([CH3:33])[CH:22]=1)([C:6]1[CH:11]=[CH:10][C:9]([O:12][CH2:13][CH:14]([OH:19])[C:15]([CH3:18])([CH3:17])[CH3:16])=[C:8]([CH3:20])[CH:7]=1)[CH2:4][CH3:5])[CH3:2].C1COCC1.[H-].[H-].[H-].[H-].[Li+].[Al+3]. The yield is 0.730. (8) The reactants are [OH:1][C:2]1[CH:9]=[CH:8][C:7]([OH:10])=[CH:6][C:3]=1[CH:4]=[O:5].C([O-])([O-])=O.[K+].[K+].I[CH2:18][CH2:19][C:20]([CH3:23])([CH3:22])[CH3:21]. The catalyst is CN(C=O)C. The product is [CH3:21][C:20]([CH3:23])([CH3:22])[CH2:19][CH2:18][O:10][C:7]1[CH:8]=[CH:9][C:2]([OH:1])=[C:3]([CH:6]=1)[CH:4]=[O:5]. The yield is 0.650.